This data is from Experimentally validated miRNA-target interactions with 360,000+ pairs, plus equal number of negative samples. The task is: Binary Classification. Given a miRNA mature sequence and a target amino acid sequence, predict their likelihood of interaction. (1) The miRNA is hsa-miR-513a-3p with sequence UAAAUUUCACCUUUCUGAGAAGG. Result: 1 (interaction). The protein sequence of the target gene is MDLVLRVADYYFFTPYVYPATWPEDDIFRQAISLLIVTNVGAYILYFFCATLSYYFVFDHALMKHPQFLKNQVRREIKFTVQALPWISILTVALFLLEIRGYSKLHDDLGEFPYGLFELVVSIISFLFFTDMFIYWIHRGLHHRLVYKRLHKPHHIWKIPTPFASHAFHPIDGFLQSLPYHIYPFIFPLHKVVYLSLYILVNIWTISIHDGDFRVPQILQPFINGSAHHTDHHMFFDYNYGQYFTLWDRIGGSFKNPSSFEGKGPLSYVKEMTEGKRSSHSGNGCKNEKLFNGEFTKTE. (2) The miRNA is mmu-miR-5046 with sequence AGCUCCCGCCACUGUGACCCCCUU. The protein sequence of the target gene is MAAAITDMADLEELSRLSPLPPGSPGSAARGRAEPPEEEEEEEEEEEEAEAEAVAALLLNGGSGGGGGGGGGGVGGGEAETMSEPSPESASQAGEDEDEEEDDEEEEDESSSSGGGEEESSAESLVGSSGGSSSDETRSLSPGAASSSSGDGDGKEGLEEPKGPRGSQGGGGGGSSSSSVVSSGGDEGYGTGGGGSSATSGGRRGSLEMSSDGEPLSRMDSEDSISSTIMDVDSTISSGRSTPAMMNGQGSTTSSSKNIAYNCCWDQCQACFNSSPDLADHIRSIHVDGQRGGVFVCLWK.... Result: 0 (no interaction). (3) The miRNA is hsa-miR-6724-5p with sequence CUGGGCCCGCGGCGGGCGUGGGG. The protein sequence of the target gene is MGAPARKRASLLLLLLATMALVSSPGWSFSQGTPATFGPVFEEQPVGLLFPEESAEDQVTLACRARASPPATYRWKMNGTEMNLEPGSRHQLMGGNLVIMSPTKAQDAGVYQCLASNPVGTVVSKEAVLRFGFLQEFSKEERDPVKTHEGWGVMLPCNPPAHYPGLSYRWLLNEFPNFIPTDGRHFVSQTTGNLYIARTNASDLGNYSCLATSHLDFSTKSVFSKFAQLNLAAEDPRLFAPSIKARFPPETYALVGQQVTLECFAFGNPVPRIKWRKVDGSLSPQWGTAEPTLQIPSVSF.... Result: 0 (no interaction). (4) The miRNA is hsa-miR-20a-5p with sequence UAAAGUGCUUAUAGUGCAGGUAG. The protein sequence of the target gene is MAKIAKTHEDIEAQIREIQGKKAALDEAQGVGLDSTGYYDQEIYGGSDSRFAGYVTSIAATELEDDDDDYSSSTSLLGQKKPGYHAPVALLNDIPQSTEQYDPFAEHRPPKIADREDEYKKHRRTMIISPERLDPFADGGKTPDPKMNARTYMDVMREQHLTKEEREIRQQLAEKAKAGELKVVNGAAASQPPSKRKRRWDQTADQTPGATPKKLSSWDQAETPGHTPSLRWDETPGRAKGSETPGATPGSKIWDPTPSHTPAGAATPGRGDTPGHATPGHGGATSSARKNRWDETPKTE.... Result: 0 (no interaction). (5) Result: 0 (no interaction). The miRNA is hsa-miR-3916 with sequence AAGAGGAAGAAAUGGCUGGUUCUCAG. The protein sequence of the target gene is MCQNKINTNNTMTIKSNKKLSYSVKKLLQKIFKQQQRVEEEQNLKNALKANSLESLESMENSRNADLESASICASLESCENEANERLSQSCEIEDYDFEQLPTVPVHFVRTAHGTFFWTAVSDLPADNDLVEPLYCSTSNAIAIPQDRWVQA.